Dataset: Catalyst prediction with 721,799 reactions and 888 catalyst types from USPTO. Task: Predict which catalyst facilitates the given reaction. (1) Reactant: [Br-:1].C(O[C:7]([NH:9][CH2:10][CH2:11][N+:12]12[CH2:19][CH2:18][CH:15]([CH2:16][CH2:17]1)[C@@H:14]([O:20][C:21](=[O:36])[C:22]([OH:35])([C:29]1[CH:34]=[CH:33][CH:32]=[CH:31][CH:30]=1)[C:23]1[CH:28]=[CH:27][CH:26]=[CH:25][CH:24]=1)[CH2:13]2)=[O:8])(C)(C)C.Br. Product: [Br-:1].[C:7]([NH:9][CH2:10][CH2:11][N+:12]12[CH2:19][CH2:18][CH:15]([CH2:16][CH2:17]1)[C@@H:14]([O:20][C:21](=[O:36])[C:22]([OH:35])([C:23]1[CH:24]=[CH:25][CH:26]=[CH:27][CH:28]=1)[C:29]1[CH:30]=[CH:31][CH:32]=[CH:33][CH:34]=1)[CH2:13]2)(=[O:8])[C:23]1[CH:28]=[CH:27][CH:26]=[CH:25][CH:24]=1. The catalyst class is: 12. (2) Reactant: Cl[C:2]1[C:7]([C:8](OC)=[O:9])=[CH:6][N:5]=[C:4]([Cl:12])[C:3]=1[F:13].O.[NH2:15][NH2:16]. Product: [Cl:12][C:4]1[N:5]=[CH:6][C:7]2[C:8](=[O:9])[NH:15][NH:16][C:2]=2[C:3]=1[F:13]. The catalyst class is: 8. (3) Reactant: [F:1][C:2]1[C:10]([O:11][C:12]2[C:21]3[C:16](=[CH:17][C:18]([OH:24])=[C:19]([O:22][CH3:23])[CH:20]=3)[N:15]=[CH:14][N:13]=2)=[CH:9][CH:8]=[C:7]2[C:3]=1[CH:4]=[C:5]([CH3:25])[NH:6]2.[C:26]([N:29]1[CH2:34][CH2:33][N:32]([CH2:35][CH2:36]O)[CH2:31][CH2:30]1)(=[O:28])[CH3:27].C1(P(C2C=CC=CC=2)C2C=CC=CC=2)C=CC=CC=1.N(C(OC(C)C)=O)=NC(OC(C)C)=O. Product: [C:26]([N:29]1[CH2:34][CH2:33][N:32]([CH2:35][CH2:36][O:24][C:18]2[CH:17]=[C:16]3[C:21]([C:12]([O:11][C:10]4[C:2]([F:1])=[C:3]5[C:7](=[CH:8][CH:9]=4)[NH:6][C:5]([CH3:25])=[CH:4]5)=[N:13][CH:14]=[N:15]3)=[CH:20][C:19]=2[O:22][CH3:23])[CH2:31][CH2:30]1)(=[O:28])[CH3:27]. The catalyst class is: 4. (4) Product: [Br:16][C:7]1[CH:8]=[C:9]([C:11]([CH3:14])([CH3:13])[CH3:12])[CH:10]=[C:5]([C:1]([CH3:4])([CH3:3])[CH3:2])[C:6]=1[OH:15]. The catalyst class is: 52. Reactant: [C:1]([C:5]1[CH:10]=[C:9]([C:11]([CH3:14])([CH3:13])[CH3:12])[CH:8]=[CH:7][C:6]=1[OH:15])([CH3:4])([CH3:3])[CH3:2].[Br:16]Br. (5) Reactant: C(OC([N:8]1[CH2:13][CH2:12][CH:11]([N:14]2[CH:18]=[C:17]([C:19]3[CH:20]=[N:21][C:22]([NH2:36])=[C:23]([N:25]4[CH2:34][CH2:33][C:32]5[C:27](=[CH:28][CH:29]=[CH:30][C:31]=5[Cl:35])[CH2:26]4)[CH:24]=3)[CH:16]=[N:15]2)[CH2:10][CH2:9]1)=O)(C)(C)C.Cl. Product: [Cl:35][C:31]1[CH:30]=[CH:29][CH:28]=[C:27]2[C:32]=1[CH2:33][CH2:34][N:25]([C:23]1[C:22]([NH2:36])=[N:21][CH:20]=[C:19]([C:17]3[CH:16]=[N:15][N:14]([CH:11]4[CH2:10][CH2:9][NH:8][CH2:13][CH2:12]4)[CH:18]=3)[CH:24]=1)[CH2:26]2. The catalyst class is: 275.